Dataset: Forward reaction prediction with 1.9M reactions from USPTO patents (1976-2016). Task: Predict the product of the given reaction. Given the reactants [Cl:1][C:2]1[CH:3]=[C:4]([NH:10][C:11]2[N:19]=[CH:18][CH:17]=[CH:16][C:12]=2[C:13]([OH:15])=O)[CH:5]=[CH:6][C:7]=1[O:8][CH3:9].[CH3:20][C:21]([NH2:25])([C:23]#[CH:24])[CH3:22].C1C=CC2N(O)N=NC=2C=1.CCN=C=NCCCN(C)C.CCN(C(C)C)C(C)C, predict the reaction product. The product is: [Cl:1][C:2]1[CH:3]=[C:4]([NH:10][C:11]2[N:19]=[CH:18][CH:17]=[CH:16][C:12]=2[C:13]([NH:25][C:21]([CH3:22])([C:23]#[CH:24])[CH3:20])=[O:15])[CH:5]=[CH:6][C:7]=1[O:8][CH3:9].